From a dataset of Forward reaction prediction with 1.9M reactions from USPTO patents (1976-2016). Predict the product of the given reaction. The product is: [Br:16][C:13]1[CH:14]=[CH:15][C:10]2[N:11]([CH:2]=[C:3]([C:4]([CH3:7])([CH3:6])[CH3:5])[N:9]=2)[CH:12]=1. Given the reactants Br[CH2:2][C:3](=O)[C:4]([CH3:7])([CH3:6])[CH3:5].[NH2:9][C:10]1[CH:15]=[CH:14][C:13]([Br:16])=[CH:12][N:11]=1, predict the reaction product.